From a dataset of Peptide-MHC class I binding affinity with 185,985 pairs from IEDB/IMGT. Regression. Given a peptide amino acid sequence and an MHC pseudo amino acid sequence, predict their binding affinity value. This is MHC class I binding data. (1) The peptide sequence is NMDKAVKLY. The MHC is HLA-A23:01 with pseudo-sequence HLA-A23:01. The binding affinity (normalized) is 0.0847. (2) The peptide sequence is VTPNYADILLH. The MHC is Mamu-A02 with pseudo-sequence Mamu-A02. The binding affinity (normalized) is 0.0693. (3) The peptide sequence is QTWKPDDVL. The MHC is HLA-B58:01 with pseudo-sequence HLA-B58:01. The binding affinity (normalized) is 0.0847. (4) The peptide sequence is ELDGVRLHR. The MHC is Patr-A0101 with pseudo-sequence Patr-A0101. The binding affinity (normalized) is 0.347. (5) The MHC is HLA-A26:03 with pseudo-sequence HLA-A26:03. The peptide sequence is RTFGKLPYR. The binding affinity (normalized) is 0.0847. (6) The peptide sequence is IEAKINVAD. The MHC is HLA-A02:16 with pseudo-sequence HLA-A02:16. The binding affinity (normalized) is 0.0847.